Dataset: Full USPTO retrosynthesis dataset with 1.9M reactions from patents (1976-2016). Task: Predict the reactants needed to synthesize the given product. (1) The reactants are: [CH3:1][O:2][C:3]1[CH:25]=[CH:24][C:23]([C:26]2[CH:31]=[CH:30][N:29]=[C:28]([CH3:32])[CH:27]=2)=[CH:22][C:4]=1[CH2:5][NH:6][CH:7]1[CH2:12][CH2:11][CH:10]([N:13]([CH3:21])[C:14](=[O:20])[O:15][C:16]([CH3:19])([CH3:18])[CH3:17])[CH2:9][CH2:8]1.[Cl:33][C:34]1[C:35]2[C:45]([F:46])=[CH:44][CH:43]=[CH:42][C:36]=2[S:37][C:38]=1[C:39](Cl)=[O:40]. Given the product [Cl:33][C:34]1[C:35]2[C:45]([F:46])=[CH:44][CH:43]=[CH:42][C:36]=2[S:37][C:38]=1[C:39]([N:6]([CH2:5][C:4]1[CH:22]=[C:23]([C:26]2[CH:31]=[CH:30][N:29]=[C:28]([CH3:32])[CH:27]=2)[CH:24]=[CH:25][C:3]=1[O:2][CH3:1])[CH:7]1[CH2:8][CH2:9][CH:10]([N:13]([CH3:21])[C:14](=[O:20])[O:15][C:16]([CH3:19])([CH3:18])[CH3:17])[CH2:11][CH2:12]1)=[O:40], predict the reactants needed to synthesize it. (2) The reactants are: [Cl:1][C:2]1[C:7]([C:8]2[CH:13]=[CH:12][C:11]([F:14])=[CH:10][CH:9]=2)=[CH:6][C:5]([OH:15])=[C:4]([C:16]2[CH:21]=[CH:20][N:19]=[N:18][CH:17]=2)[CH:3]=1.[Cl:22][C:23]1[C:24](F)=[CH:25][C:26]([F:49])=[C:27]([S:29]([N:32]([CH2:38][C:39]2[CH:44]=[CH:43][C:42]([O:45][CH3:46])=[CH:41][C:40]=2[O:47][CH3:48])[C:33]2[S:34][CH:35]=[N:36][N:37]=2)(=[O:31])=[O:30])[CH:28]=1.C(=O)([O-])[O-].[K+].[K+].O. Given the product [Cl:22][C:23]1[C:24]([O:15][C:5]2[CH:6]=[C:7]([C:8]3[CH:13]=[CH:12][C:11]([F:14])=[CH:10][CH:9]=3)[C:2]([Cl:1])=[CH:3][C:4]=2[C:16]2[CH:21]=[CH:20][N:19]=[N:18][CH:17]=2)=[CH:25][C:26]([F:49])=[C:27]([S:29]([N:32]([CH2:38][C:39]2[CH:44]=[CH:43][C:42]([O:45][CH3:46])=[CH:41][C:40]=2[O:47][CH3:48])[C:33]2[S:34][CH:35]=[N:36][N:37]=2)(=[O:30])=[O:31])[CH:28]=1, predict the reactants needed to synthesize it. (3) Given the product [Cl:17][C:10]1[C:11]2[C:16](=[CH:15][CH:14]=[CH:13][CH:12]=2)[C:7]([CH:22]=[O:23])=[C:8]([CH3:18])[N:9]=1, predict the reactants needed to synthesize it. The reactants are: [Li]CCCC.Br[C:7]1[C:16]2[C:11](=[CH:12][CH:13]=[CH:14][CH:15]=2)[C:10]([Cl:17])=[N:9][C:8]=1[CH3:18].CN([CH:22]=[O:23])C. (4) Given the product [F:2][C:3]1[CH:4]=[C:5]([S:9]([C:12]2[CH:13]=[C:14]3[C:19](=[CH:20][CH:21]=2)[C:18]([CH2:22][CH2:23][CH2:24][NH2:26])=[CH:17][CH:16]=[CH:15]3)(=[O:11])=[O:10])[CH:6]=[CH:7][CH:8]=1, predict the reactants needed to synthesize it. The reactants are: B.[F:2][C:3]1[CH:4]=[C:5]([S:9]([C:12]2[CH:13]=[C:14]3[C:19](=[CH:20][CH:21]=2)[C:18]([CH2:22][CH2:23][C:24]([NH2:26])=O)=[CH:17][CH:16]=[CH:15]3)(=[O:11])=[O:10])[CH:6]=[CH:7][CH:8]=1. (5) Given the product [F:19][C:20]1[CH:27]=[C:26]([I:28])[CH:25]=[C:24]([F:29])[C:21]=1[C@@H:22]1[C:8]2[NH:9][C:10]3[C:15](=[CH:14][CH:13]=[CH:12][CH:11]=3)[C:7]=2[CH2:6][C@@H:5]([CH3:16])[N:4]1[CH2:3][C:2]([F:1])([CH3:17])[CH3:18], predict the reactants needed to synthesize it. The reactants are: [F:1][C:2]([CH3:18])([CH3:17])[CH2:3][NH:4][C@H:5]([CH3:16])[CH2:6][C:7]1[C:15]2[C:10](=[CH:11][CH:12]=[CH:13][CH:14]=2)[NH:9][CH:8]=1.[F:19][C:20]1[CH:27]=[C:26]([I:28])[CH:25]=[C:24]([F:29])[C:21]=1[CH:22]=O.C(O)(=O)C.